This data is from Forward reaction prediction with 1.9M reactions from USPTO patents (1976-2016). The task is: Predict the product of the given reaction. (1) Given the reactants Cl[C:2]1[C:3](=[O:23])[CH:4]=[C:5](Cl)[C:6](=[O:21])[C:7]=1[C:8]1[C:16]2[C:11](=[CH:12][CH:13]=[CH:14][CH:15]=2)[NH:10][C:9]=1[C:17]1([CH3:20])[CH2:19][CH2:18]1.[OH-:24].[Na+].[OH2:26].OS(O)(=O)=O, predict the reaction product. The product is: [OH:24][C:2]1[C:3](=[O:23])[CH:4]=[C:5]([OH:26])[C:6](=[O:21])[C:7]=1[C:8]1[C:16]2[C:11](=[CH:12][CH:13]=[CH:14][CH:15]=2)[NH:10][C:9]=1[C:17]1([CH3:20])[CH2:19][CH2:18]1. (2) Given the reactants [O:1]=[C:2]=[N:3]C1CC(C)(C)CC(C)(CN=C=O)C1.[C:17]([O:21]CCO)(=[O:20])[CH:18]=[CH2:19].COC1C=CC(O)=CC=1.OC[C:36]([CH2:41][OH:42])(CO)CO.C([O-])(=O)CCCCCCCCCCC.C([O-])(=O)CCCCCCCCCCC.C([Sn+2]CCCC)CCC, predict the reaction product. The product is: [C:17]([OH:21])(=[O:20])[CH:18]=[CH2:19].[NH2:3][C:2]([O:42][CH2:41][CH3:36])=[O:1]. (3) Given the reactants [CH2:1]([NH:8][C:9]([N:11]1[CH:16]2[C@H:17]([CH3:41])[N:18]([CH2:30][C:31]3[CH:32]=[CH:33][CH:34]=[C:35]4[C:40]=3[N:39]=[CH:38][CH:37]=[CH:36]4)[C:19](=[O:29])[C@H:20]([CH2:21][C:22]3[CH:27]=[CH:26][C:25]([OH:28])=[CH:24][CH:23]=3)[N:15]2[C:14](=[O:42])[CH2:13][N:12]1[CH3:43])=[O:10])[C:2]1[CH:7]=[CH:6][CH:5]=[CH:4][CH:3]=1.C(N(CC)CC)C.[N:51]([CH:54]([CH2:65][CH:66]([CH3:68])[CH3:67])[C:55]([O:57][CH2:58][C:59]1[CH:64]=[CH:63][CH:62]=[CH:61][CH:60]=1)=[O:56])=[C:52]=[O:53], predict the reaction product. The product is: [CH2:1]([NH:8][C:9]([N:11]1[CH:16]2[C@H:17]([CH3:41])[N:18]([CH2:30][C:31]3[CH:32]=[CH:33][CH:34]=[C:35]4[C:40]=3[N:39]=[CH:38][CH:37]=[CH:36]4)[C:19](=[O:29])[C@H:20]([CH2:21][C:22]3[CH:23]=[CH:24][C:25]([O:28][C:52]([NH:51][CH:54]([CH2:65][CH:66]([CH3:68])[CH3:67])[C:55]([O:57][CH2:58][C:59]4[CH:64]=[CH:63][CH:62]=[CH:61][CH:60]=4)=[O:56])=[O:53])=[CH:26][CH:27]=3)[N:15]2[C:14](=[O:42])[CH2:13][N:12]1[CH3:43])=[O:10])[C:2]1[CH:3]=[CH:4][CH:5]=[CH:6][CH:7]=1. (4) The product is: [CH:10]([N:20]([CH2:21][C@@H:22]([CH2:26][CH2:27][CH2:28][CH3:29])[C:23]([OH:25])=[O:24])[O:19][CH2:18][C:12]1[CH:13]=[CH:14][CH:15]=[CH:16][CH:17]=1)=[O:11]. Given the reactants N1([CH:10]=[O:11])C2C=CC=CC=2N=N1.[C:12]1([CH2:18][O:19][NH:20][CH2:21][C@@H:22]([CH2:26][CH2:27][CH2:28][CH3:29])[C:23]([OH:25])=[O:24])[CH:17]=[CH:16][CH:15]=[CH:14][CH:13]=1.C([O-])([O-])=O.[Na+].[Na+].CC(OC(OC(OC(C)(C)C)=O)=O)(C)C, predict the reaction product. (5) Given the reactants [Cl:1][C:2]1[C:9]([CH:10]=[CH2:11])=[CH:8][CH:7]=[C:6]([F:12])[C:3]=1[C:4]#[N:5].C1C=C(Cl)C=C(C(OO)=[O:21])C=1, predict the reaction product. The product is: [Cl:1][C:2]1[C:9]([CH:10]2[CH2:11][O:21]2)=[CH:8][CH:7]=[C:6]([F:12])[C:3]=1[C:4]#[N:5]. (6) Given the reactants [NH2:1][C:2]1[CH:7]=[CH:6][C:5]([N+:8]([O-:10])=[O:9])=[CH:4][C:3]=1[OH:11].[Br:12]Br, predict the reaction product. The product is: [NH2:1][C:2]1[C:7]([Br:12])=[CH:6][C:5]([N+:8]([O-:10])=[O:9])=[CH:4][C:3]=1[OH:11]. (7) Given the reactants Cl[C:2]1[C:7]([CH:8]=[O:9])=[C:6]([N:10]2[CH2:21][C:20]3[N:19]4[C:14]([CH2:15][CH2:16][CH2:17][CH2:18]4)=[CH:13][C:12]=3[C:11]2=[O:22])[N:5]=[CH:4][CH:3]=1.[CH3:23][N:24]1[CH:29]=[C:28](B2OC(C)(C)C(C)(C)O2)[CH:27]=[C:26]([NH:39][C:40]2[CH:45]=[CH:44][C:43]([N:46]3[CH2:51][CH2:50][N:49]([CH:52]4[CH2:55][O:54][CH2:53]4)[CH2:48][C@@H:47]3[CH3:56])=[CH:42][N:41]=2)[C:25]1=[O:57].C([O-])(=O)C.[Na+].[O-]P([O-])([O-])=O.[K+].[K+].[K+], predict the reaction product. The product is: [CH3:23][N:24]1[C:25](=[O:57])[C:26]([NH:39][C:40]2[CH:45]=[CH:44][C:43]([N:46]3[CH2:51][CH2:50][N:49]([CH:52]4[CH2:53][O:54][CH2:55]4)[CH2:48][CH:47]3[CH3:56])=[CH:42][N:41]=2)=[CH:27][C:28]([C:2]2[C:7]([CH:8]=[O:9])=[C:6]([N:10]3[CH2:21][C:20]4[N:19]5[C:14]([CH2:15][CH2:16][CH2:17][CH2:18]5)=[CH:13][C:12]=4[C:11]3=[O:22])[N:5]=[CH:4][CH:3]=2)=[CH:29]1. (8) Given the reactants [OH:1][CH:2]1[CH:6]2[O:7][C:8](=[O:15])[CH:9]3[CH:10]([C:11]([O:13][CH3:14])=[O:12])[CH:3]1[CH2:4][CH:5]23.[Cl:16][CH2:17][CH2:18][CH2:19][C:20](Cl)=[O:21].N1C=CC=CC=1.C(=O)([O-])O.[Na+], predict the reaction product. The product is: [Cl:16][CH2:17][CH2:18][CH2:19][C:20]([O:1][CH:2]1[CH:6]2[O:7][C:8](=[O:15])[CH:9]3[CH:10]([C:11]([O:13][CH3:14])=[O:12])[CH:3]1[CH2:4][CH:5]23)=[O:21].